Dataset: Forward reaction prediction with 1.9M reactions from USPTO patents (1976-2016). Task: Predict the product of the given reaction. (1) Given the reactants [OH:1][N:2]1[C:10]2[C:5](=[N:6][CH:7]=[C:8]([C:11]3[CH:12]=[N:13][N:14]([CH:16]4[CH2:21][CH2:20][N:19](C(OC(C)(C)C)=O)[CH2:18][CH2:17]4)[CH:15]=3)[CH:9]=2)[CH:4]=[CH:3]1.Br[C:30]1[N:35]=[CH:34][CH:33]=[CH:32][N:31]=1, predict the reaction product. The product is: [NH:19]1[CH2:20][CH2:21][CH:16]([N:14]2[CH:15]=[C:11]([C:8]3[CH:9]=[C:10]4[N:2]([O:1][C:30]5[N:35]=[CH:34][CH:33]=[CH:32][N:31]=5)[CH:3]=[CH:4][C:5]4=[N:6][CH:7]=3)[CH:12]=[N:13]2)[CH2:17][CH2:18]1. (2) Given the reactants [F:1][C:2]([CH:14]1[CH2:19][CH2:18][N:17]([C:20]([NH:22][C:23]2[CH:24]=[N:25][NH:26][CH:27]=2)=[O:21])[CH2:16][CH2:15]1)([S:4]([C:7]1[CH:12]=[CH:11][CH:10]=[C:9]([F:13])[CH:8]=1)(=[O:6])=[O:5])[CH3:3].[C:28]([O-])([O-])=O.[K+].[K+].IC, predict the reaction product. The product is: [F:1][C:2]([CH:14]1[CH2:19][CH2:18][N:17]([C:20]([NH:22][C:23]2[CH:27]=[N:26][N:25]([CH3:28])[CH:24]=2)=[O:21])[CH2:16][CH2:15]1)([S:4]([C:7]1[CH:12]=[CH:11][CH:10]=[C:9]([F:13])[CH:8]=1)(=[O:5])=[O:6])[CH3:3].